Dataset: Peptide-MHC class II binding affinity with 134,281 pairs from IEDB. Task: Regression. Given a peptide amino acid sequence and an MHC pseudo amino acid sequence, predict their binding affinity value. This is MHC class II binding data. (1) The peptide sequence is NAAYNAADHAAPEDK. The MHC is HLA-DQA10102-DQB10602 with pseudo-sequence HLA-DQA10102-DQB10602. The binding affinity (normalized) is 0.351. (2) The peptide sequence is NLADAVSKAPQLVPK. The MHC is HLA-DQA10401-DQB10402 with pseudo-sequence HLA-DQA10401-DQB10402. The binding affinity (normalized) is 0.130. (3) The peptide sequence is SSYAATEVANAAAGQ. The MHC is DRB1_1602 with pseudo-sequence DRB1_1602. The binding affinity (normalized) is 0.306. (4) The peptide sequence is AAIHEMFVNTLQMSS. The MHC is HLA-DPA10103-DPB10401 with pseudo-sequence HLA-DPA10103-DPB10401. The binding affinity (normalized) is 0.414.